This data is from NCI-60 drug combinations with 297,098 pairs across 59 cell lines. The task is: Regression. Given two drug SMILES strings and cell line genomic features, predict the synergy score measuring deviation from expected non-interaction effect. (1) Drug 1: CC12CCC(CC1=CCC3C2CCC4(C3CC=C4C5=CN=CC=C5)C)O. Drug 2: C(CN)CNCCSP(=O)(O)O. Cell line: HT29. Synergy scores: CSS=16.4, Synergy_ZIP=-2.44, Synergy_Bliss=1.64, Synergy_Loewe=-3.17, Synergy_HSA=0.311. (2) Cell line: A549. Synergy scores: CSS=26.7, Synergy_ZIP=-6.07, Synergy_Bliss=-2.10, Synergy_Loewe=-4.90, Synergy_HSA=-4.39. Drug 2: C1=NC2=C(N=C(N=C2N1C3C(C(C(O3)CO)O)O)F)N. Drug 1: CC1C(C(=O)NC(C(=O)N2CCCC2C(=O)N(CC(=O)N(C(C(=O)O1)C(C)C)C)C)C(C)C)NC(=O)C3=C4C(=C(C=C3)C)OC5=C(C(=O)C(=C(C5=N4)C(=O)NC6C(OC(=O)C(N(C(=O)CN(C(=O)C7CCCN7C(=O)C(NC6=O)C(C)C)C)C)C(C)C)C)N)C.